Dataset: Catalyst prediction with 721,799 reactions and 888 catalyst types from USPTO. Task: Predict which catalyst facilitates the given reaction. (1) Reactant: [F:1][C:2]1[CH:7]=[CH:6][C:5]([N:8]([CH2:12][CH2:13][OH:14])[CH2:9][CH2:10][OH:11])=[CH:4][CH:3]=1.[H-].[Na+].CS([C:21]1[N:33]=[C:24]2[N:25]=[C:26]([CH2:31][CH3:32])[CH:27]=[C:28]([CH2:29][CH3:30])[N:23]2[N:22]=1)(=O)=O. Product: [CH2:31]([C:26]1[CH:27]=[C:28]([CH2:29][CH3:30])[N:23]2[N:22]=[C:21]([O:11][CH2:10][CH2:9][N:8]([C:5]3[CH:4]=[CH:3][C:2]([F:1])=[CH:7][CH:6]=3)[CH2:12][CH2:13][OH:14])[N:33]=[C:24]2[N:25]=1)[CH3:32]. The catalyst class is: 7. (2) Reactant: S[C:2]1[CH:3]=[C:4]([CH2:8][C:9]([O:11][CH3:12])=[O:10])[CH:5]=[CH:6][CH:7]=1.[N+]([O-])([O-])=O.[K+].[S:18]([Cl:22])(Cl)(=[O:20])=[O:19].C(=O)(O)[O-].[Na+]. Product: [Cl:22][S:18]([C:6]1[CH:5]=[C:4]([CH2:8][C:9]([O:11][CH3:12])=[O:10])[CH:3]=[CH:2][CH:7]=1)(=[O:20])=[O:19]. The catalyst class is: 115. (3) Reactant: [F:1][C:2]1[C:7]([F:8])=[CH:6][C:5]([NH:9][C:10]2[S:14][C:13]3[CH:15]=[CH:16][CH:17]=[CH:18][C:12]=3[C:11]=2[C:19]#[N:20])=[C:4]([N+:21]([O-])=O)[CH:3]=1.[Sn](Cl)[Cl:25].Cl. Product: [ClH:25].[F:1][C:2]1[C:7]([F:8])=[CH:6][C:5]2[NH:9][C:10]3[S:14][C:13]4[CH:15]=[CH:16][CH:17]=[CH:18][C:12]=4[C:11]=3[C:19]([NH2:20])=[N:21][C:4]=2[CH:3]=1. The catalyst class is: 14. (4) Reactant: [N:1]1([C:7]([C:9]2[C:10]3[CH2:35][S:34](=[O:37])(=[O:36])[C:33]4[CH:32]=[CH:31][CH:30]=[CH:29][C:28]=4[C:11]=3[N:12]([CH2:14][CH:15]3[CH2:20][CH2:19][N:18](C(OC(C)(C)C)=O)[CH2:17][CH2:16]3)[N:13]=2)=[O:8])[CH2:6][CH2:5][O:4][CH2:3][CH2:2]1.C(O)(C(F)(F)F)=O. Product: [N:1]1([C:7]([C:9]2[C:10]3[CH2:35][S:34](=[O:37])(=[O:36])[C:33]4[CH:32]=[CH:31][CH:30]=[CH:29][C:28]=4[C:11]=3[N:12]([CH2:14][CH:15]3[CH2:16][CH2:17][NH:18][CH2:19][CH2:20]3)[N:13]=2)=[O:8])[CH2:6][CH2:5][O:4][CH2:3][CH2:2]1. The catalyst class is: 2. (5) Reactant: [Cl:1][C:2]1[CH:3]=[CH:4][C:5]([OH:10])=[C:6]([CH:9]=1)[CH:7]=[O:8].Cl[CH2:12][S:13][CH3:14].C([O-])([O-])=O.[K+].[K+]. Product: [Cl:1][C:2]1[CH:3]=[CH:4][C:5]([O:10][CH2:12][S:13][CH3:14])=[C:6]([CH:9]=1)[CH:7]=[O:8]. The catalyst class is: 3.